This data is from Catalyst prediction with 721,799 reactions and 888 catalyst types from USPTO. The task is: Predict which catalyst facilitates the given reaction. (1) Reactant: [ClH:1].[O:2]=[C:3]([NH:16][S:17]([C:20]1[CH:25]=[CH:24][CH:23]=[CH:22][CH:21]=1)(=[O:19])=[O:18])[C@@H:4]([NH:8]C(=O)OC(C)(C)C)[CH2:5][C:6]#[CH:7]. Product: [ClH:1].[NH2:8][C@@H:4]([CH2:5][C:6]#[CH:7])[C:3]([NH:16][S:17]([C:20]1[CH:25]=[CH:24][CH:23]=[CH:22][CH:21]=1)(=[O:19])=[O:18])=[O:2]. The catalyst class is: 13. (2) Reactant: [CH2:1]([N:8]=[C:9]=[O:10])[C:2]1[CH:7]=[CH:6][CH:5]=[CH:4][CH:3]=1.[NH2:11][C:12]1[CH:21]=[C:20]2[C:15]([CH:16]=[CH:17][C:18]([N:22]([CH2:34][C:35]([O:37][C:38]([CH3:41])([CH3:40])[CH3:39])=[O:36])[S:23]([C:26]3[CH:31]=[C:30]([Cl:32])[CH:29]=[C:28]([Cl:33])[CH:27]=3)(=[O:25])=[O:24])=[CH:19]2)=[CH:14][CH:13]=1. Product: [CH2:1]([NH:8][C:9](=[O:10])[NH:11][C:12]1[CH:21]=[C:20]2[C:15]([CH:16]=[CH:17][C:18]([N:22]([CH2:34][C:35]([O:37][C:38]([CH3:41])([CH3:40])[CH3:39])=[O:36])[S:23]([C:26]3[CH:27]=[C:28]([Cl:33])[CH:29]=[C:30]([Cl:32])[CH:31]=3)(=[O:25])=[O:24])=[CH:19]2)=[CH:14][CH:13]=1)[C:2]1[CH:7]=[CH:6][CH:5]=[CH:4][CH:3]=1. The catalyst class is: 143. (3) Reactant: [CH3:1][O:2][C:3]1[CH:4]=[C:5]2[C:9](=[CH:10][CH:11]=1)[N:8]([CH3:12])[CH:7]=[C:6]2[C:13]1[N:43](COCC[Si](C)(C)C)[C:16]2[N:17]=[CH:18][C:19]3[N:20]([C:21]([CH2:24][NH:25]C(=O)OCC4C5C=CC=CC=5C5C4=CC=CC=5)=[N:22][CH:23]=3)[C:15]=2[CH:14]=1.CCCC[N+](CCCC)(CCCC)CCCC.[F-].C(N)CN. Product: [CH3:1][O:2][C:3]1[CH:4]=[C:5]2[C:9](=[CH:10][CH:11]=1)[N:8]([CH3:12])[CH:7]=[C:6]2[C:13]1[NH:43][C:16]2[N:17]=[CH:18][C:19]3[N:20]([C:21]([CH2:24][NH2:25])=[N:22][CH:23]=3)[C:15]=2[CH:14]=1. The catalyst class is: 3. (4) Reactant: [N:1]1([CH2:7][C:8]2[CH:13]=[CH:12][C:11]([N:14]3[CH2:19][CH2:18][O:17][CH2:16][CH2:15]3)=[CH:10][C:9]=2[O:20][C:21]([F:24])([F:23])[F:22])[CH2:6][CH2:5][NH:4][CH2:3][CH2:2]1.[C:25](=O)([O:34]N1C(=O)CCC1=O)[O:26][N:27]1[C:31](=[O:32])[CH2:30][CH2:29][C:28]1=[O:33].C(N(CC)CC)C. Product: [N:14]1([C:11]2[CH:12]=[CH:13][C:8]([CH2:7][N:1]3[CH2:6][CH2:5][N:4]([C:25]([O:26][N:27]4[C:31](=[O:32])[CH2:30][CH2:29][C:28]4=[O:33])=[O:34])[CH2:3][CH2:2]3)=[C:9]([O:20][C:21]([F:23])([F:24])[F:22])[CH:10]=2)[CH2:15][CH2:16][O:17][CH2:18][CH2:19]1. The catalyst class is: 10.